Predict the reactants needed to synthesize the given product. From a dataset of Full USPTO retrosynthesis dataset with 1.9M reactions from patents (1976-2016). (1) Given the product [NH2:1][C:2]1[CH:7]=[CH:6][C:5]([Cl:8])=[CH:4][C:3]=1[C@@H:9]([C:11]1[CH:16]=[CH:15][CH:14]=[C:13]([O:17][CH3:18])[C:12]=1[Cl:19])[OH:10], predict the reactants needed to synthesize it. The reactants are: [NH2:1][C:2]1[CH:7]=[CH:6][C:5]([Cl:8])=[CH:4][C:3]=1[C:9]([C:11]1[CH:16]=[CH:15][CH:14]=[C:13]([O:17][CH3:18])[C:12]=1[Cl:19])=[O:10].C(O)(C)(C)C.CC(C)([O-])C.[K+].[H][H]. (2) Given the product [C:27]1([S:24]([C:19]2[C:18]3[C:23](=[C:14]([N:11]4[CH2:12][CH2:13][NH:8][CH2:9][CH2:10]4)[CH:15]=[CH:16][CH:17]=3)[N:22]=[CH:21][CH:20]=2)(=[O:25])=[O:26])[CH:28]=[CH:29][CH:30]=[CH:31][CH:32]=1, predict the reactants needed to synthesize it. The reactants are: C(OC([N:8]1[CH2:13][CH2:12][N:11]([C:14]2[CH:15]=[CH:16][CH:17]=[C:18]3[C:23]=2[N:22]=[CH:21][CH:20]=[C:19]3[S:24]([C:27]2[CH:32]=[CH:31][CH:30]=[CH:29][CH:28]=2)(=[O:26])=[O:25])[CH2:10][CH2:9]1)=O)(C)(C)C.FC(F)(F)C(O)=O.